This data is from Full USPTO retrosynthesis dataset with 1.9M reactions from patents (1976-2016). The task is: Predict the reactants needed to synthesize the given product. (1) Given the product [CH2:39]([O:31][C:30](=[O:32])[C:29]1[CH:28]=[CH:27][C:26]([NH:25][C:23]([C:20]2[CH:21]=[CH:22][C:17]3[O:16][CH2:15][CH2:14][N:13]([S:10]([C:6]4[CH:7]=[CH:8][CH:9]=[C:4]([O:3][CH:2]([F:1])[F:35])[CH:5]=4)(=[O:11])=[O:12])[C:18]=3[CH:19]=2)=[O:24])=[CH:34][CH:33]=1)[CH3:44], predict the reactants needed to synthesize it. The reactants are: [F:1][CH:2]([F:35])[O:3][C:4]1[CH:5]=[C:6]([S:10]([N:13]2[C:18]3[CH:19]=[C:20]([C:23]([NH:25][C:26]4[CH:34]=[CH:33][C:29]([C:30]([OH:32])=[O:31])=[CH:28][CH:27]=4)=[O:24])[CH:21]=[CH:22][C:17]=3[O:16][CH2:15][CH2:14]2)(=[O:12])=[O:11])[CH:7]=[CH:8][CH:9]=1.FC(F)O[C:39]1C=C(S(Cl)(=O)=O)C=C[CH:44]=1. (2) Given the product [CH2:1]([O:4][C:5](=[O:13])[C:6]([CH:10]([CH3:11])[CH3:12])=[CH2:7])[CH:2]=[CH2:3], predict the reactants needed to synthesize it. The reactants are: [CH2:1]([O:4][C:5](=[O:13])[CH:6]([CH:10]([CH3:12])[CH3:11])[C:7](=O)C)[CH:2]=[CH2:3].[Li+].C[Si]([N-][Si](C)(C)C)(C)C.C=O. (3) Given the product [CH2:1]([NH:8][CH2:9][C:10]1[CH:15]=[C:14]([O:16][CH3:17])[CH:13]=[CH:12][C:11]=1[OH:18])[C:2]1[CH:3]=[CH:4][CH:5]=[CH:6][CH:7]=1, predict the reactants needed to synthesize it. The reactants are: [CH2:1]([N:8]=[CH:9][C:10]1[CH:15]=[C:14]([O:16][CH3:17])[CH:13]=[CH:12][C:11]=1[OH:18])[C:2]1[CH:7]=[CH:6][CH:5]=[CH:4][CH:3]=1.[BH4-].[Na+].C(NCC1C=CC=CC=1O)C1C=CC=CC=1. (4) Given the product [Cl:23][C:24]1[CH:34]=[CH:33][CH:32]=[CH:31][C:25]=1[CH2:26][S:27]([NH:1][C:2]1[CH:7]=[CH:6][C:5]([N:8]2[C:9](=[O:22])[CH2:10][C:11](=[O:21])[NH:12][C:13]3[CH:18]=[C:17]([O:19][CH3:20])[CH:16]=[CH:15][C:14]2=3)=[CH:4][CH:3]=1)(=[O:29])=[O:28], predict the reactants needed to synthesize it. The reactants are: [NH2:1][C:2]1[CH:7]=[CH:6][C:5]([N:8]2[C:14]3[CH:15]=[CH:16][C:17]([O:19][CH3:20])=[CH:18][C:13]=3[NH:12][C:11](=[O:21])[CH2:10][C:9]2=[O:22])=[CH:4][CH:3]=1.[Cl:23][C:24]1[CH:34]=[CH:33][CH:32]=[CH:31][C:25]=1[CH2:26][S:27](Cl)(=[O:29])=[O:28]. (5) Given the product [NH2:7][C@@H:8]1[CH2:11][C@H:10]([NH:12][C:13]2[C:18]([C:19]#[N:20])=[CH:17][N:16]=[C:15]([NH:21][CH2:22][CH2:23][C:24]3[CH:29]=[CH:28][CH:27]=[C:26]([Cl:30])[CH:25]=3)[N:14]=2)[C:9]1([CH3:32])[CH3:31], predict the reactants needed to synthesize it. The reactants are: C(OC(=O)[NH:7][C@H:8]1[CH2:11][C@@H:10]([NH:12][C:13]2[C:18]([C:19]#[N:20])=[CH:17][N:16]=[C:15]([NH:21][CH2:22][CH2:23][C:24]3[CH:29]=[CH:28][CH:27]=[C:26]([Cl:30])[CH:25]=3)[N:14]=2)[C:9]1([CH3:32])[CH3:31])(C)(C)C.C(O)(C(F)(F)F)=O. (6) Given the product [Cl:1][C:2]1[CH:7]=[CH:6][C:5]([C:8]#[C:9][CH2:10][CH2:11][CH2:12][C:13]2([S:20]([C:23]3[CH:24]=[CH:25][C:26]([O:29][CH3:30])=[CH:27][CH:28]=3)(=[O:22])=[O:21])[S:17][C:16](=[O:18])[N:15]([CH2:34][CH2:33][CH2:32][Br:31])[C:14]2=[O:19])=[CH:4][CH:3]=1, predict the reactants needed to synthesize it. The reactants are: [Cl:1][C:2]1[CH:7]=[CH:6][C:5]([C:8]#[C:9][CH2:10][CH2:11][CH2:12][C:13]2([S:20]([C:23]3[CH:28]=[CH:27][C:26]([O:29][CH3:30])=[CH:25][CH:24]=3)(=[O:22])=[O:21])[S:17][C:16](=[O:18])[NH:15][C:14]2=[O:19])=[CH:4][CH:3]=1.[Br:31][CH2:32][CH2:33][CH2:34]Br.C(=O)([O-])[O-].[K+].[K+]. (7) Given the product [Cl:47][C:34]1[C:35]([CH2:37][C:38]2[CH:43]=[CH:42][C:41]([O:44][CH2:45][CH3:46])=[CH:40][CH:39]=2)=[CH:36][C:31]([C@H:12]2[C@H:13]([O:23][CH2:24][C:25]3[CH:30]=[CH:29][CH:28]=[CH:27][CH:26]=3)[C@@H:14]([O:15][CH2:16][C:17]3[CH:22]=[CH:21][CH:20]=[CH:19][CH:18]=3)[C@H:9]([O:8][CH2:1][C:2]3[CH:3]=[CH:4][CH:5]=[CH:6][CH:7]=3)[C@@H:10]([CH2:56][O:57][CH2:58][C:59]3[CH:60]=[CH:61][CH:62]=[CH:63][CH:64]=3)[O:11]2)=[C:32]([OH:52])[C:33]=1[OH:48], predict the reactants needed to synthesize it. The reactants are: [CH2:1]([O:8][C@H:9]1[C@H:14]([O:15][CH2:16][C:17]2[CH:22]=[CH:21][CH:20]=[CH:19][CH:18]=2)[C@@H:13]([O:23][CH2:24][C:25]2[CH:30]=[CH:29][CH:28]=[CH:27][CH:26]=2)[C@H:12]([C:31]2[CH:36]=[C:35]([CH2:37][C:38]3[CH:43]=[CH:42][C:41]([O:44][CH2:45][CH3:46])=[CH:40][CH:39]=3)[C:34]([Cl:47])=[C:33]([O:48]CC=C)[C:32]=2[O:52]CC=C)[O:11][C@@H:10]1[CH2:56][O:57][CH2:58][C:59]1[CH:64]=[CH:63][CH:62]=[CH:61][CH:60]=1)[C:2]1[CH:7]=[CH:6][CH:5]=[CH:4][CH:3]=1.[BH4-].[Na+].[NH4+].[Cl-]. (8) Given the product [CH3:52][C@H:18]1[O:19][C@@H:20]([O:24][C@@H:25]2[CH2:30][C@H:29]3[CH2:31][CH2:32][C@H:33]4[C@@:38]5([OH:48])[CH2:39][CH2:40][C@H:41]([C:42]6[CH2:47][O:46][C:44](=[O:45])[CH:43]=6)[C@@:37]5([CH3:49])[C@H:36]([OH:50])[CH2:35][C@@H:34]4[C@@:28]3([CH3:51])[CH2:27][CH2:26]2)[CH2:21][C@H:22]([OH:23])[C@@H:17]1[O:16][C@@H:12]1[O:11][C@H:10]([CH3:53])[C@@H:9]([O:8][CH:6]([O:7][CH:2]([CH:3]=[O:55])[CH3:1])[CH2:5][CH:4]=[O:54])[C@@H:14]([OH:15])[CH2:13]1, predict the reactants needed to synthesize it. The reactants are: [CH3:1][C@H:2]1[O:7][C@@H:6]([O:8][C@H:9]2[C@@H:14]([OH:15])[CH2:13][C@H:12]([O:16][C@H:17]3[C@@H:22]([OH:23])[CH2:21][C@H:20]([O:24][C@@H:25]4[CH2:30][C@H:29]5[CH2:31][CH2:32][C@H:33]6[C@@:38]7([OH:48])[CH2:39][CH2:40][C@H:41]([C:42]8[CH2:47][O:46][C:44](=[O:45])[CH:43]=8)[C@@:37]7([CH3:49])[C@H:36]([OH:50])[CH2:35][C@@H:34]6[C@@:28]5([CH3:51])[CH2:27][CH2:26]4)[O:19][C@@H:18]3[CH3:52])[O:11][C@@H:10]2[CH3:53])[CH2:5][C@H:4]([OH:54])[C@@H:3]1[OH:55].I([O-])(=O)(=O)=O.[Na+].O.